The task is: Binary Classification. Given a drug SMILES string, predict its activity (active/inactive) in a high-throughput screening assay against a specified biological target.. This data is from HIV replication inhibition screening data with 41,000+ compounds from the AIDS Antiviral Screen. (1) The compound is CCCCCCCCSCC1OC2OC3C(CSCCCCCCCC)OC(OC4C(CSCCCCCCCC)OC(OC5C(CSCCCCCCCC)OC(OC6C(CSCCCCCCCC)OC(OC7C(CSCCCCCCCC)OC(OC8C(CSCCCCCCCC)OC(OC1C(OS(=O)(=O)O)C2OS(=O)(=O)O)C(OS(=O)(=O)O)C8OS(=O)(=O)O)C(OS(=O)(=O)O)C7OS(=O)(=O)O)C(OS(=O)(=O)O)C6OS(=O)(=O)O)C(OS(=O)(=O)O)C5OS(=O)(=O)O)C(OS(=O)(=O)O)C4OS(=O)(=O)O)C(OS(=O)(=O)O)C3OS(=O)(=O)O. The result is 1 (active). (2) The molecule is CC(C=O)=Cc1ccc(F)cc1. The result is 0 (inactive). (3) The drug is Cl.NC1c2c(Cl)cccc2C(=O)C1O. The result is 0 (inactive). (4) The compound is Nc1c(Cl)ncnc1NCC1(CO)CCC1. The result is 0 (inactive). (5) The compound is CC1=Nc2ccccc2N=C(C)C1. The result is 0 (inactive). (6) The drug is COC(=O)C(=O)C(C(=O)C1=NS(=O)(O)=c2cc(S(N)(=O)=O)c(Cl)cc2=N1)c1nc2ccc(C(=O)c3ccccc3)cc2nc1O. The result is 0 (inactive).